This data is from Catalyst prediction with 721,799 reactions and 888 catalyst types from USPTO. The task is: Predict which catalyst facilitates the given reaction. (1) Reactant: [NH2:1][C:2]1[CH:7]=[C:6]([Cl:8])[C:5]([Br:9])=[CH:4][C:3]=1[CH2:10]O.[CH3:12][C:13]1[CH:18]=[C:17]([C:19]([CH3:21])=O)[CH:16]=[C:15]([CH3:22])[CH:14]=1.[OH-].[K+]. Product: [Br:9][C:5]1[CH:4]=[C:3]2[C:2](=[CH:7][C:6]=1[Cl:8])[N:1]=[C:19]([C:17]1[CH:18]=[C:13]([CH3:12])[CH:14]=[C:15]([CH3:22])[CH:16]=1)[CH:21]=[CH:10]2. The catalyst class is: 11. (2) Reactant: C(OC([N:8]1[CH2:12][CH2:11][CH2:10][CH:9]1[C:13]1[NH:14][C:15]([C:18]2[CH:23]=[CH:22][C:21]([C:24]3[CH:33]=[CH:32][C:31]4[C:26](=[CH:27][CH:28]=[C:29]([C:34]5[NH:35][C:36]([CH:39]6[CH2:43][CH2:42][CH2:41][N:40]6[C:44](=[O:54])[CH:45]([NH:49][C:50]([O:52][CH3:53])=[O:51])[CH:46]([CH3:48])[CH3:47])=[N:37][CH:38]=5)[CH:30]=4)[CH:25]=3)=[CH:20][CH:19]=2)=[CH:16][N:17]=1)=O)(C)(C)C.Cl.[CH3:56][O:57][C:58]([NH:60][C:61]([C:66]1[CH:71]=[CH:70][CH:69]=[CH:68][CH:67]=1)([CH3:65])[C:62](O)=[O:63])=[O:59].CCOC(C(C#N)=NOC(N1CCOCC1)=[N+](C)C)=O.F[P-](F)(F)(F)(F)F.CCN(C(C)C)C(C)C. Product: [CH3:53][O:52][C:50](=[O:51])[NH:49][CH:45]([C:44]([N:40]1[CH2:41][CH2:42][CH2:43][CH:39]1[C:36]1[NH:35][C:34]([C:29]2[CH:28]=[CH:27][C:26]3[C:31](=[CH:32][CH:33]=[C:24]([C:21]4[CH:20]=[CH:19][C:18]([C:15]5[NH:14][C:13]([CH:9]6[CH2:10][CH2:11][CH2:12][N:8]6[C:62](=[O:63])[C:61]([NH:60][C:58]([O:57][CH3:56])=[O:59])([C:66]6[CH:71]=[CH:70][CH:69]=[CH:68][CH:67]=6)[CH3:65])=[N:17][CH:16]=5)=[CH:23][CH:22]=4)[CH:25]=3)[CH:30]=2)=[CH:38][N:37]=1)=[O:54])[CH:46]([CH3:47])[CH3:48]. The catalyst class is: 61. (3) Reactant: O=[C:2]1[C:11]2[C:10]([C:12](OC)=[O:13])=[CH:9][CH:8]=[CH:7][C:6]=2[N:5]=[C:4]([CH2:16][N:17]([CH3:19])[CH3:18])[NH:3]1.[NH2:20][NH2:21]. Product: [CH3:18][N:17]([CH2:16][C:4]1[NH:3][C:2]2=[N:20][NH:21][C:12](=[O:13])[C:10]3[C:11]2=[C:6]([CH:7]=[CH:8][CH:9]=3)[N:5]=1)[CH3:19]. The catalyst class is: 14. (4) The catalyst class is: 5. Reactant: [C:1]([C:17]1[CH:18]=[C:19]([C:24]([NH:27]C(=O)C)=[CH:25][CH:26]=1)[C:20]([O:22][CH3:23])=[O:21])([C:3]1[CH:4]=[C:5]([C:10]([NH:13]C(=O)C)=[CH:11][CH:12]=1)[C:6]([O:8][CH3:9])=[O:7])=[O:2].Cl. Product: [C:1]([C:3]1[CH:4]=[C:5]([C:10]([NH2:13])=[CH:11][CH:12]=1)[C:6]([O:8][CH3:9])=[O:7])([C:17]1[CH:18]=[C:19]([C:24]([NH2:27])=[CH:25][CH:26]=1)[C:20]([O:22][CH3:23])=[O:21])=[O:2]. (5) Reactant: [CH3:1][O:2][C:3]1[C:8]([O:9][CH3:10])=[CH:7][CH:6]=[CH:5][C:4]=1[C@H:11]([CH:13]1[CH2:18][CH2:17][N:16]([CH2:19][CH2:20][C:21]2[CH:26]=[CH:25][C:24]([F:27])=[CH:23][CH:22]=2)[CH2:15][CH2:14]1)[OH:12].O.Cl.[OH-].[Na+]. Product: [CH3:1][O:2][C:3]1[C:8]([O:9][CH3:10])=[CH:7][CH:6]=[CH:5][C:4]=1[CH:11]([CH:13]1[CH2:14][CH2:15][N:16]([CH2:19][CH2:20][C:21]2[CH:26]=[CH:25][C:24]([F:27])=[CH:23][CH:22]=2)[CH2:17][CH2:18]1)[OH:12]. The catalyst class is: 216. (6) Reactant: COC1C=CC(C[N:8]2[CH:12]=[C:11]([C:13]3[N:14]=[C:15]([NH:19][C:20]4[CH:25]=[CH:24][CH:23]=[C:22]([CH3:26])[N:21]=4)[S:16][C:17]=3[F:18])[CH:10]=[N:9]2)=CC=1. Product: [F:18][C:17]1[S:16][C:15]([NH:19][C:20]2[CH:25]=[CH:24][CH:23]=[C:22]([CH3:26])[N:21]=2)=[N:14][C:13]=1[C:11]1[CH:12]=[N:8][NH:9][CH:10]=1. The catalyst class is: 67. (7) The catalyst class is: 451. Reactant: [CH2:1]([O:3][C:4]([N:6]1[C:10]2[S:11][C:12]([C:14](O)=[O:15])=[CH:13][C:9]=2[C:8]([NH:17][C:18](=[O:28])[C:19]2[CH:24]=[CH:23][CH:22]=[CH:21][C:20]=2[N+:25]([O-:27])=[O:26])=[N:7]1)=[O:5])[CH3:2].O=S(Cl)Cl.[C:33]([NH2:42])([C:36]1[CH:41]=[CH:40][CH:39]=[CH:38][CH:37]=1)([CH3:35])[CH3:34].CCN(C(C)C)C(C)C. Product: [CH2:1]([O:3][C:4]([N:6]1[C:10]2[S:11][C:12]([C:14](=[O:15])[NH:42][C:33]([CH3:35])([C:36]3[CH:41]=[CH:40][CH:39]=[CH:38][CH:37]=3)[CH3:34])=[CH:13][C:9]=2[C:8]([NH:17][C:18](=[O:28])[C:19]2[CH:24]=[CH:23][CH:22]=[CH:21][C:20]=2[N+:25]([O-:27])=[O:26])=[N:7]1)=[O:5])[CH3:2]. (8) Reactant: [CH3:1][O:2][C:3]([C:5]1[CH:6]=[C:7]2[C:11](=[CH:12][CH:13]=1)[NH:10][C:9]([CH3:14])=[CH:8]2)=[O:4].[Cl:15][C:16]1[CH:23]=[C:22]([O:24][CH2:25][CH:26]2[CH2:31][CH2:30][CH2:29][CH2:28][CH2:27]2)[CH:21]=[CH:20][C:17]=1[CH2:18]Cl.C(O)(=O)[C@@H]([C@H](C(O)=O)O)O.[OH-].[Na+].[I-].[Na+]. Product: [Cl:15][C:16]1[CH:23]=[C:22]([O:24][CH2:25][CH:26]2[CH2:31][CH2:30][CH2:29][CH2:28][CH2:27]2)[CH:21]=[CH:20][C:17]=1[CH2:18][C:8]1[C:7]2[C:11](=[CH:12][CH:13]=[C:5]([C:3]([O:2][CH3:1])=[O:4])[CH:6]=2)[NH:10][C:9]=1[CH3:14]. The catalyst class is: 127.